The task is: Regression. Given a peptide amino acid sequence and an MHC pseudo amino acid sequence, predict their binding affinity value. This is MHC class I binding data.. This data is from Peptide-MHC class I binding affinity with 185,985 pairs from IEDB/IMGT. (1) The peptide sequence is YPIYGLQFH. The MHC is HLA-A02:11 with pseudo-sequence HLA-A02:11. The binding affinity (normalized) is 0.0847. (2) The peptide sequence is KIAPGIADI. The MHC is HLA-A02:06 with pseudo-sequence HLA-A02:06. The binding affinity (normalized) is 0.753. (3) The peptide sequence is ELLEMKYAL. The MHC is HLA-A02:03 with pseudo-sequence HLA-A02:03. The binding affinity (normalized) is 0.375. (4) The peptide sequence is MTACGRIVV. The MHC is HLA-B18:01 with pseudo-sequence HLA-B18:01. The binding affinity (normalized) is 0.0847. (5) The peptide sequence is KRLVARGLL. The MHC is HLA-B27:05 with pseudo-sequence HLA-B27:05. The binding affinity (normalized) is 0.638.